From a dataset of Full USPTO retrosynthesis dataset with 1.9M reactions from patents (1976-2016). Predict the reactants needed to synthesize the given product. (1) Given the product [CH2:1]([O:8][C@@H:9]1[CH2:10][O:11][C@@H:12]2[C@@H:16]([O:17][C:21]3[CH:20]=[C:19]([F:18])[CH:24]=[CH:23][C:22]=3[N+:26]([O-:28])=[O:27])[CH2:15][O:14][C@H:13]12)[C:2]1[CH:3]=[CH:4][CH:5]=[CH:6][CH:7]=1, predict the reactants needed to synthesize it. The reactants are: [CH2:1]([O:8][C@H:9]1[C@H:13]2[O:14][CH2:15][C@@H:16]([OH:17])[C@H:12]2[O:11][CH2:10]1)[C:2]1[CH:7]=[CH:6][CH:5]=[CH:4][CH:3]=1.[F:18][C:19]1[CH:20]=[CH:21][C:22]([N+:26]([O-:28])=[O:27])=[C:23](O)[CH:24]=1.C1(P(C2C=CC=CC=2)C2C=CC=CC=2)C=CC=CC=1.N(C(OC(C)(C)C)=O)=NC(OC(C)(C)C)=O. (2) Given the product [Br:1][C:2]1[CH:14]=[CH:13][C:12]2[C:11]3[C:6](=[CH:7][C:8]([Br:15])=[CH:9][CH:10]=3)[N:5]([CH2:17][CH2:18][CH3:19])[C:4]=2[CH:3]=1, predict the reactants needed to synthesize it. The reactants are: [Br:1][C:2]1[CH:14]=[CH:13][C:12]2[C:11]3[C:6](=[CH:7][C:8]([Br:15])=[CH:9][CH:10]=3)[NH:5][C:4]=2[CH:3]=1.I[CH2:17][CH2:18][CH3:19].C([O-])([O-])=O.[Cs+].[Cs+].